From a dataset of Forward reaction prediction with 1.9M reactions from USPTO patents (1976-2016). Predict the product of the given reaction. (1) Given the reactants [CH3:1][CH2:2][CH:3]([OH:7])[CH2:4][C:5]#[CH:6].[OH:8]/[N:9]=[CH:10]/[CH2:11][CH2:12][C@@:13]([CH3:28])([S:24]([CH3:27])(=[O:26])=[O:25])[C:14]([O:16][CH2:17][C:18]1[CH:23]=[CH:22][CH:21]=[CH:20][CH:19]=1)=[O:15].[O-]Cl=O.[Na+], predict the reaction product. The product is: [OH:7][CH:3]([CH2:2][CH3:1])[CH2:4][C:5]1[O:8][N:9]=[C:10]([CH2:11][CH2:12][C@@:13]([CH3:28])([S:24]([CH3:27])(=[O:26])=[O:25])[C:14]([O:16][CH2:17][C:18]2[CH:23]=[CH:22][CH:21]=[CH:20][CH:19]=2)=[O:15])[CH:6]=1. (2) Given the reactants [C:1]([NH:9][C@@H:10]([C:16]1[CH:21]=[CH:20][CH:19]=[CH:18][CH:17]=1)[C@H:11]([C:13]([OH:15])=[O:14])[OH:12])(=[O:8])[C:2]1[CH:7]=[CH:6][CH:5]=[CH:4][CH:3]=1.[N+](=[CH2:24])=[N-], predict the reaction product. The product is: [CH3:24][O:14][C:13](=[O:15])[C@H:11]([OH:12])[C@H:10]([C:16]1[CH:21]=[CH:20][CH:19]=[CH:18][CH:17]=1)[NH:9][C:1](=[O:8])[C:2]1[CH:3]=[CH:4][CH:5]=[CH:6][CH:7]=1. (3) The product is: [CH2:27]([N:29]1[C:33]([O:34][C:35]2[CH:36]=[CH:37][C:38]([CH:41]([OH:42])[C:3]([F:6])([F:5])[F:4])=[CH:39][CH:40]=2)=[CH:32][C:31]([C:43]2[CH:44]=[C:45]([C:49]([NH:52][S:53]([CH2:56][C:57]([F:60])([F:58])[F:59])(=[O:54])=[O:55])([CH3:51])[CH3:50])[CH:46]=[CH:47][CH:48]=2)=[N:30]1)[CH3:28]. Given the reactants C[Si](C)(C)[C:3]([F:6])([F:5])[F:4].[F-].C([N+](CCCC)(CCCC)CCCC)CCC.[CH2:27]([N:29]1[C:33]([O:34][C:35]2[CH:40]=[CH:39][C:38]([CH:41]=[O:42])=[CH:37][CH:36]=2)=[CH:32][C:31]([C:43]2[CH:44]=[C:45]([C:49]([NH:52][S:53]([CH2:56][C:57]([F:60])([F:59])[F:58])(=[O:55])=[O:54])([CH3:51])[CH3:50])[CH:46]=[CH:47][CH:48]=2)=[N:30]1)[CH3:28].Cl, predict the reaction product.